This data is from hERG Central: cardiac toxicity at 1µM, 10µM, and general inhibition. The task is: Predict hERG channel inhibition at various concentrations. (1) The drug is COc1ccc(/C=C2/CCc3ccccc3C2=O)cc1CN1CCOCC1. Results: hERG_inhib (hERG inhibition (general)): blocker. (2) The compound is CC(Cc1ccccc1)NCC(=O)Nc1cc(N(C)C)nc2ccccc12.O=C(O)C(=O)O. Results: hERG_inhib (hERG inhibition (general)): blocker. (3) The drug is O=C(Nc1cc(C(=O)N2CCOCC2)ccc1N1CCCC1)c1cccs1. Results: hERG_inhib (hERG inhibition (general)): blocker.